From a dataset of NCI-60 drug combinations with 297,098 pairs across 59 cell lines. Regression. Given two drug SMILES strings and cell line genomic features, predict the synergy score measuring deviation from expected non-interaction effect. (1) Drug 1: C1CC(=O)NC(=O)C1N2CC3=C(C2=O)C=CC=C3N. Drug 2: CCCCC(=O)OCC(=O)C1(CC(C2=C(C1)C(=C3C(=C2O)C(=O)C4=C(C3=O)C=CC=C4OC)O)OC5CC(C(C(O5)C)O)NC(=O)C(F)(F)F)O. Cell line: HCC-2998. Synergy scores: CSS=3.29, Synergy_ZIP=1.04, Synergy_Bliss=2.67, Synergy_Loewe=-3.70, Synergy_HSA=1.12. (2) Drug 2: C1CC(=O)NC(=O)C1N2C(=O)C3=CC=CC=C3C2=O. Drug 1: CC12CCC(CC1=CCC3C2CCC4(C3CC=C4C5=CN=CC=C5)C)O. Synergy scores: CSS=4.33, Synergy_ZIP=-0.0996, Synergy_Bliss=3.71, Synergy_Loewe=2.52, Synergy_HSA=2.56. Cell line: M14. (3) Drug 1: CCC(=C(C1=CC=CC=C1)C2=CC=C(C=C2)OCCN(C)C)C3=CC=CC=C3.C(C(=O)O)C(CC(=O)O)(C(=O)O)O. Drug 2: CC1=C2C(C(=O)C3(C(CC4C(C3C(C(C2(C)C)(CC1OC(=O)C(C(C5=CC=CC=C5)NC(=O)C6=CC=CC=C6)O)O)OC(=O)C7=CC=CC=C7)(CO4)OC(=O)C)O)C)OC(=O)C. Cell line: OVCAR-8. Synergy scores: CSS=37.3, Synergy_ZIP=24.3, Synergy_Bliss=15.0, Synergy_Loewe=-14.1, Synergy_HSA=10.9. (4) Drug 1: C1=CN(C(=O)N=C1N)C2C(C(C(O2)CO)O)O.Cl. Drug 2: C1=CC=C(C=C1)NC(=O)CCCCCCC(=O)NO. Cell line: U251. Synergy scores: CSS=15.9, Synergy_ZIP=-13.2, Synergy_Bliss=-7.59, Synergy_Loewe=-7.79, Synergy_HSA=-5.00. (5) Drug 1: COC1=CC(=CC(=C1O)OC)C2C3C(COC3=O)C(C4=CC5=C(C=C24)OCO5)OC6C(C(C7C(O6)COC(O7)C8=CC=CS8)O)O. Drug 2: C1=NC2=C(N1)C(=S)N=CN2. Cell line: CAKI-1. Synergy scores: CSS=46.7, Synergy_ZIP=-11.3, Synergy_Bliss=-16.9, Synergy_Loewe=-23.2, Synergy_HSA=-12.3. (6) Drug 1: CC1C(C(CC(O1)OC2CC(OC(C2O)C)OC3=CC4=CC5=C(C(=O)C(C(C5)C(C(=O)C(C(C)O)O)OC)OC6CC(C(C(O6)C)O)OC7CC(C(C(O7)C)O)OC8CC(C(C(O8)C)O)(C)O)C(=C4C(=C3C)O)O)O)O. Drug 2: C1CNP(=O)(OC1)N(CCCl)CCCl. Cell line: SF-268. Synergy scores: CSS=23.6, Synergy_ZIP=1.47, Synergy_Bliss=1.89, Synergy_Loewe=-26.1, Synergy_HSA=-0.991.